Dataset: Forward reaction prediction with 1.9M reactions from USPTO patents (1976-2016). Task: Predict the product of the given reaction. (1) Given the reactants N[C:2]1[C:7]([C:8]#[N:9])=[C:6]([C:10]2[CH:15]=[CH:14][C:13]([O:16][CH2:17][CH2:18][OH:19])=[C:12]([F:20])[CH:11]=2)[C:5]([C:21]#[N:22])=[C:4]([S:23][CH2:24][C:25]2[N:26]=[C:27]([C:30]3[CH:35]=[CH:34][C:33]([Cl:36])=[CH:32][CH:31]=3)[O:28][CH:29]=2)[N:3]=1.N(OCCC(C)C)=O.[Cl-:45].[NH4+], predict the reaction product. The product is: [Cl:45][C:2]1[C:7]([C:8]#[N:9])=[C:6]([C:10]2[CH:15]=[CH:14][C:13]([O:16][CH2:17][CH2:18][OH:19])=[C:12]([F:20])[CH:11]=2)[C:5]([C:21]#[N:22])=[C:4]([S:23][CH2:24][C:25]2[N:26]=[C:27]([C:30]3[CH:31]=[CH:32][C:33]([Cl:36])=[CH:34][CH:35]=3)[O:28][CH:29]=2)[N:3]=1. (2) Given the reactants Cl[C:2]1[N:7]=[C:6]([C:8]2[S:12][C:11]([NH:13][CH2:14][CH3:15])=[N:10][C:9]=2[C:16]2[CH:21]=[C:20]([O:22][CH3:23])[CH:19]=[C:18]([CH3:24])[CH:17]=2)[CH:5]=[CH:4][N:3]=1.[C:25]([N:28]1[C:36]2[C:31](=[CH:32][C:33]([NH2:37])=[CH:34][CH:35]=2)[CH2:30][CH2:29]1)(=[O:27])[CH3:26].Cl.O1CCOCC1, predict the reaction product. The product is: [C:25]([N:28]1[C:36]2[C:31](=[CH:32][C:33]([NH:37][C:2]3[N:7]=[C:6]([C:8]4[S:12][C:11]([NH:13][CH2:14][CH3:15])=[N:10][C:9]=4[C:16]4[CH:21]=[C:20]([O:22][CH3:23])[CH:19]=[C:18]([CH3:24])[CH:17]=4)[CH:5]=[CH:4][N:3]=3)=[CH:34][CH:35]=2)[CH2:30][CH2:29]1)(=[O:27])[CH3:26]. (3) Given the reactants [CH:1]1([SH:7])[CH2:6][CH2:5][CH2:4][CH2:3][CH2:2]1.[H-].[Na+].[N:10]1([C:16]([N:18]2[CH2:23][CH:22]([C:24]3[CH:29]=[CH:28][C:27]([C:30]([F:33])([F:32])[F:31])=[CH:26][CH:25]=3)[CH2:21][CH:20]([CH2:34]S([O-])(=O)=O)[CH2:19]2)=[O:17])[CH2:15][CH2:14][O:13][CH2:12][CH2:11]1.O, predict the reaction product. The product is: [CH:1]1([S:7][CH2:34][CH:20]2[CH2:21][CH:22]([C:24]3[CH:29]=[CH:28][C:27]([C:30]([F:33])([F:32])[F:31])=[CH:26][CH:25]=3)[CH2:23][N:18]([C:16]([N:10]3[CH2:15][CH2:14][O:13][CH2:12][CH2:11]3)=[O:17])[CH2:19]2)[CH2:6][CH2:5][CH2:4][CH2:3][CH2:2]1. (4) Given the reactants Cl.[N:2](C(OC(C)(C)C)=O)([CH3:8])[C@H:3]([C:5]([OH:7])=[O:6])[CH3:4].[N+:16]([C:19]1[CH:26]=[CH:25][C:22]([CH2:23][NH-:24])=[CH:21][CH:20]=1)([O-:18])=[O:17].C(Cl)(Cl)[Cl:28].CO, predict the reaction product. The product is: [NH:2]([CH3:8])[C@H:3]([C:5]([OH:7])=[O:6])[CH3:4].[ClH:28].[N+:16]([C:19]1[CH:20]=[CH:21][C:22]([CH2:23][NH-:24])=[CH:25][CH:26]=1)([O-:18])=[O:17]. (5) Given the reactants [CH3:1][CH:2](C)[C:3]#[C:4][C:5]1[CH2:9][C:8]2([CH2:14][CH2:13][N:12]([C:15]3[C:20]([N+:21]([O-:23])=[O:22])=[CH:19][CH:18]=[C:17]([CH3:24])[N:16]=3)[CH2:11][CH2:10]2)[O:7][N:6]=1.[CH3:26][CH:27](C)C#C, predict the reaction product. The product is: [C:4]([C:5]1[CH2:9][C:8]2([CH2:14][CH2:13][N:12]([C:15]3[C:20]([N+:21]([O-:23])=[O:22])=[CH:19][CH:18]=[C:17]([CH3:24])[N:16]=3)[CH2:11][CH2:10]2)[O:7][N:6]=1)#[C:3][CH2:2][CH2:1][CH2:26][CH3:27]. (6) Given the reactants [C:1]1([C:11]2[CH:16]=[CH:15][CH:14]=[CH:13][CH:12]=2)[CH:6]=[CH:5][CH:4]=[CH:3][C:2]=1[CH2:7][C:8](O)=O.[C:17]1([NH:23][C:24](=[S:27])[NH:25][NH2:26])[CH:22]=[CH:21][CH:20]=[CH:19][CH:18]=1, predict the reaction product. The product is: [C:1]1([C:11]2[CH:16]=[CH:15][CH:14]=[CH:13][CH:12]=2)[CH:6]=[CH:5][CH:4]=[CH:3][C:2]=1[CH2:7][C:8]1[N:23]([C:17]2[CH:18]=[CH:19][CH:20]=[CH:21][CH:22]=2)[C:24](=[S:27])[NH:25][N:26]=1. (7) Given the reactants [O:1]1[CH2:6][C:5](=O)[CH2:4][C:3](=[O:8])[CH2:2]1.[Br:9][C:10]1[CH:11]=[C:12]([CH:15]=[CH:16][C:17]=1[F:18])[CH:13]=O.[NH2:19][C:20]1[N:24]([CH2:25][CH3:26])[NH:23][C:22](=[O:27])[CH:21]=1, predict the reaction product. The product is: [Br:9][C:10]1[CH:11]=[C:12]([CH:13]2[C:21]3[C:22](=[O:27])[NH:23][N:24]([CH2:25][CH3:26])[C:20]=3[NH:19][C:5]3[CH2:6][O:1][CH2:2][C:3](=[O:8])[C:4]2=3)[CH:15]=[CH:16][C:17]=1[F:18].